Predict the reaction yield, written as a fraction of the theoretical maximum amount of product (1.0 means a 100% yield; for example, 0.34 means a 34% yield). From a dataset of Reaction yield outcomes from USPTO patents with 853,638 reactions. The reactants are [Cl:1][C:2]1[C:7]([F:8])=[CH:6][CH:5]=[C:4]([Cl:9])[C:3]=1[CH:10]([O:12][C:13]1[C:14]([NH2:20])=[N:15][CH:16]=[C:17](I)[CH:18]=1)[CH3:11].[C:21]([O:25][C:26](=[O:31])[NH:27][CH2:28][C:29]#[CH:30])([CH3:24])([CH3:23])[CH3:22]. The catalyst is C1COCC1.CCN(CC)CC.[Cu]I.C1C=CC([P]([Pd]([P](C2C=CC=CC=2)(C2C=CC=CC=2)C2C=CC=CC=2)([P](C2C=CC=CC=2)(C2C=CC=CC=2)C2C=CC=CC=2)[P](C2C=CC=CC=2)(C2C=CC=CC=2)C2C=CC=CC=2)(C2C=CC=CC=2)C2C=CC=CC=2)=CC=1. The product is [C:21]([O:25][C:26](=[O:31])[NH:27][CH2:28][C:29]#[C:30][C:17]1[CH:16]=[N:15][C:14]([NH2:20])=[C:13]([O:12][CH:10]([C:3]2[C:4]([Cl:9])=[CH:5][CH:6]=[C:7]([F:8])[C:2]=2[Cl:1])[CH3:11])[CH:18]=1)([CH3:24])([CH3:23])[CH3:22]. The yield is 0.290.